This data is from Reaction yield outcomes from USPTO patents with 853,638 reactions. The task is: Predict the reaction yield, written as a fraction of the theoretical maximum amount of product (1.0 means a 100% yield; for example, 0.34 means a 34% yield). The product is [O:24]=[C:23]1[C:22]2[C:17](=[CH:18][CH:19]=[CH:20][CH:21]=2)[NH:16][CH:15]=[C:14]1[C:12]([NH:11][C:10]1[CH:9]=[C:8]2[C:4]([CH:5]=[CH:6][NH:7]2)=[CH:3][C:2]=1[C:25]1[CH:30]=[CH:29][CH:28]=[CH:27][CH:26]=1)=[O:13]. The catalyst is CN(C=O)C.C1C=CC(P(C2C=CC=CC=2)[C-]2C=CC=C2)=CC=1.C1C=CC(P(C2C=CC=CC=2)[C-]2C=CC=C2)=CC=1.Cl[Pd]Cl.[Fe+2]. The reactants are Br[C:2]1[CH:3]=[C:4]2[C:8](=[CH:9][C:10]=1[NH:11][C:12]([C:14]1[C:23](=[O:24])[C:22]3[C:17](=[CH:18][CH:19]=[CH:20][CH:21]=3)[NH:16][CH:15]=1)=[O:13])[NH:7][CH:6]=[CH:5]2.[C:25]1(B(O)O)[CH:30]=[CH:29][CH:28]=[CH:27][CH:26]=1.C([O-])([O-])=O.[K+].[K+]. The yield is 0.130.